From a dataset of Experimentally validated miRNA-target interactions with 360,000+ pairs, plus equal number of negative samples. Binary Classification. Given a miRNA mature sequence and a target amino acid sequence, predict their likelihood of interaction. (1) The protein sequence of the target gene is MSFKREGDDWSQLNVLKKRRVGDLLASYIPEDEALMLRDGRFACAICPHRPVLDTLAMLTAHRAGKKHLSSLQLFYGKKQPGKERKQNPKHQNELRREETKAEAPLLTQTRLITQSALHRAPHYNSCCRRKYRPEAPGPSVSLSPMPPSEVKLQSGKISREPEPAAGPQAEESATVSAPAPMSPTRRRALDHYLTLRSSGWIPDGRGRWVKDENVEFDSDEEEPPDLPLD. The miRNA is mmu-miR-669g with sequence UGCAUUGUAUGUGUUGACAUGAU. Result: 0 (no interaction). (2) The miRNA is hsa-miR-660-5p with sequence UACCCAUUGCAUAUCGGAGUUG. The protein sequence of the target gene is MAQVAVSTLPVEEESSSETRMVVTFLVSALESMCKELAKSKAEVACIAVYETDVFVVGTERGCAFVNARTDFQKDFAKYCVAEGLCEVKPPCPVNGMQVHSGETEILRKAVEDYFCFCYGKALGTTVMVPVPYEKMLRDQSAVVVQGLPEGVAFQHPENYDLATLKWILENKAGISFIINRPFLGPESQLGGPGMVTDAERSIVSPSESCGPINVKTEPMEDSGISLKAEAVSVKKESEDPNYYQYNMQGSHPSSTSNEVIEMELPMEDSTPLVPSEEPNEDPEAEVKIEGNTNSSSVTN.... Result: 0 (no interaction). (3) The miRNA is mmu-miR-466c-3p with sequence AUACAUACACGCACACAUAAGA. The protein sequence of the target gene is MQPASAKWYDRRDYVFIEFCVEDSKDVNVNFEKSKLTFSCLGGSDNFKHLNEIDLFHCIDPNDSKHKRTDRSILCCLRKGESGQSWPRLTKERAKLNWLSVDFNNWKDWEDDSDEDMSNFDRFSEMMDHMGGDEDVDLPEVDGADDDSQDSDDEKMPDLE. Result: 0 (no interaction). (4) Result: 0 (no interaction). The protein sequence of the target gene is MTEELITPVYCTGVSAQVQKKRDKELGLGRHENAIKYLGQDYETLRARCLQSGVLFQDEAFPPVSHSLGFKELGPHSSKTYGIKWKRPTELMSNPQFIVDGATRTDICQGALGDCWLLAAIASLTLNETILHRVVPYGQSFQDGYAGIFHFQLWQFGEWVDVVIDDLLPTKDGKLVFVHSAQGNEFWSALLEKAYAKVNGSYEALSGGCTSEAFEDFTGGVTEWYDLQKAPSDLYQIILKALERGSLLGCSINISDIRDLEAITFKNLVRGHAYSVTGAKQVTYQGQRVNLIRMRNPWGE.... The miRNA is mmu-miR-5119 with sequence CAUCUCAUCCUGGGGCUGG. (5) The miRNA is hsa-miR-1237-3p with sequence UCCUUCUGCUCCGUCCCCCAG. The protein sequence of the target gene is MARERPPGRGCGVLRRCLLGAVLLFGLRLCAELRRAGPGSPTRSAPPGPAWRPPGPHLPPAPGQPRGASRRQVTYVRSGRRAPPGGGGSGTPEPGCCAPRGRPRRKGPRWHIDLQPWAGSAQSLDEEAWRFLRYISTTQIACNHMNTDSLATDSSPTHKPWSVCLDDRFNLAHQIRNKQCRLYSLGLGSDDTHFEVSMANNGCEVHRFDPSVKSAHILESQHLWYHRLSIDWRDPHPAVAAQKPHSNTRKLGSILNEFGHHKIDVLKADLESAEWKVLENLILEDVLEQIGQLIFEIHLH.... Result: 1 (interaction).